Task: Predict which catalyst facilitates the given reaction.. Dataset: Catalyst prediction with 721,799 reactions and 888 catalyst types from USPTO (1) Reactant: [CH3:1][N:2]1[C:6]([C:7]2[C:16]3[O:15][CH2:14][CH:13]([C:17]4[CH:22]=[CH:21][CH:20]=[CH:19][CH:18]=4)[N:12]4[C:23](=[O:25])[NH:24][C:10]([C:11]=34)=[CH:9][CH:8]=2)=[CH:5][CH:4]=[N:3]1.[Br:26]N1C(=O)CCC1=O. Product: [Br:26][C:9]1[CH:8]=[C:7]([C:6]2[N:2]([CH3:1])[N:3]=[CH:4][CH:5]=2)[C:16]2[O:15][CH2:14][CH:13]([C:17]3[CH:22]=[CH:21][CH:20]=[CH:19][CH:18]=3)[N:12]3[C:23](=[O:25])[NH:24][C:10]=1[C:11]=23. The catalyst class is: 1. (2) Reactant: [NH2:1][C:2]1[C:3]([CH3:8])=[CH:4][CH:5]=[CH:6][CH:7]=1.F[C:10]1[C:11]([N+:18]([O-:20])=[O:19])=[C:12]([CH:15]=[CH:16][CH:17]=1)[C:13]#[N:14].C(N(CC)C(C)C)(C)C. Product: [N+:18]([C:11]1([NH:1][C:2]2[CH:7]=[CH:6][CH:5]=[CH:4][C:3]=2[CH3:8])[CH:10]=[CH:17][CH:16]=[CH:15][CH:12]1[C:13]#[N:14])([O-:20])=[O:19]. The catalyst class is: 1.